From a dataset of Full USPTO retrosynthesis dataset with 1.9M reactions from patents (1976-2016). Predict the reactants needed to synthesize the given product. (1) Given the product [CH3:30][C:6]1[CH:5]=[C:4]([N:1]2[CH:41]=[C:40]([Si:42]([CH3:45])([CH3:44])[CH3:43])[N:3]=[N:2]2)[CH:9]=[C:8]([CH3:10])[C:7]=1[C:11]1[C:15](=[O:16])[CH2:14][CH:13]([CH2:17][CH2:18][NH:19][C:20]([C:22]2[CH:27]=[CH:26][CH:25]=[CH:24][N:23]=2)=[O:21])[C:12]=1[O:28][CH3:29], predict the reactants needed to synthesize it. The reactants are: [N:1]([C:4]1[CH:9]=[C:8]([CH3:10])[C:7]([C:11]2[C:15](=[O:16])[CH2:14][CH:13]([CH2:17][CH2:18][NH:19][C:20]([C:22]3[CH:27]=[CH:26][CH:25]=[CH:24][N:23]=3)=[O:21])[C:12]=2[O:28][CH3:29])=[C:6]([CH3:30])[CH:5]=1)=[N+:2]=[N-:3].C(N(CC)C(C)C)(C)C.[C:40]([Si:42]([CH3:45])([CH3:44])[CH3:43])#[CH:41]. (2) Given the product [NH2:18][C:15]1[N:14]=[C:13]([NH2:19])[C:12]([O:11][C:10]2[C:9]([CH:21]([CH3:23])[CH3:22])=[CH:8][C:7]([O:24][CH3:25])=[C:6]([CH:20]=2)[C:2]([NH2:1])=[O:26])=[CH:17][N:16]=1, predict the reactants needed to synthesize it. The reactants are: [NH:1]1C=CN=[C:2]1[C:6]1[C:7]([O:24][CH3:25])=[CH:8][C:9]([CH:21]([CH3:23])[CH3:22])=[C:10]([CH:20]=1)[O:11][C:12]1[C:13]([NH2:19])=[N:14][C:15]([NH2:18])=[N:16][CH:17]=1.[OH-:26].[Na+]. (3) The reactants are: [CH2:1]([CH:8]1[C:16]2[C:11](=[CH:12][CH:13]=[C:14]([O:17][CH2:18][CH2:19][NH:20][S:21]([C:24]3[N:25]=[CH:26][N:27]([CH3:29])[CH:28]=3)(=[O:23])=[O:22])[CH:15]=2)[C:10](=O)[NH:9]1)[C:2]1[CH:7]=[CH:6][CH:5]=[CH:4][CH:3]=1.CSC.B.Cl.[OH-].[Na+]. Given the product [CH2:1]([CH:8]1[C:16]2[C:11](=[CH:12][CH:13]=[C:14]([O:17][CH2:18][CH2:19][NH:20][S:21]([C:24]3[N:25]=[CH:26][N:27]([CH3:29])[CH:28]=3)(=[O:23])=[O:22])[CH:15]=2)[CH2:10][NH:9]1)[C:2]1[CH:3]=[CH:4][CH:5]=[CH:6][CH:7]=1, predict the reactants needed to synthesize it. (4) Given the product [Br:34][CH2:35]/[CH:36]=[CH:37]/[C:38]([NH:27][C:24]1[CH:25]=[C:26]2[C:21](=[CH:22][C:23]=1[O:28][C@H:29]1[CH2:33][CH2:32][O:31][CH2:30]1)[N:20]=[CH:19][N:18]=[C:17]2[NH:16][C:4]1[CH:5]=[CH:6][C:7]([O:8][CH2:9][C:10]2[CH:15]=[CH:14][CH:13]=[CH:12][N:11]=2)=[C:2]([Cl:1])[CH:3]=1)=[O:39], predict the reactants needed to synthesize it. The reactants are: [Cl:1][C:2]1[CH:3]=[C:4]([NH:16][C:17]2[C:26]3[C:21](=[CH:22][C:23]([O:28][C@H:29]4[CH2:33][CH2:32][O:31][CH2:30]4)=[C:24]([NH2:27])[CH:25]=3)[N:20]=[CH:19][N:18]=2)[CH:5]=[CH:6][C:7]=1[O:8][CH2:9][C:10]1[CH:15]=[CH:14][CH:13]=[CH:12][N:11]=1.[Br:34][CH2:35]/[CH:36]=[CH:37]/[C:38](Cl)=[O:39].O. (5) The reactants are: [OH:1][C:2]1[C:7]([O:8][CH3:9])=[C:6]([O:10][CH3:11])[CH:5]=[CH:4][C:3]=1[C:12]1[CH:13]=[C:14]2[C:18](=[CH:19][CH:20]=1)[C:17](=O)[NH:16][CH2:15]2.BrC1C=CC=C2C=1CNC2=[O:32]. Given the product [OH:1][C:2]1[C:7]([O:8][CH3:9])=[C:6]([O:10][CH3:11])[CH:5]=[CH:4][C:3]=1[C:12]1[CH:20]=[CH:19][CH:18]=[C:14]2[C:13]=1[CH2:17][NH:16][C:15]2=[O:32], predict the reactants needed to synthesize it. (6) Given the product [Cl:1][C:2]1[C:3]([S:24]([N:27]([CH2:37][C:38]2[CH:39]=[CH:40][C:41]([O:44][CH3:45])=[CH:42][CH:43]=2)[CH2:28][C:29]2[CH:34]=[CH:33][C:32]([O:35][CH3:36])=[CH:31][CH:30]=2)(=[O:25])=[O:26])=[N:4][CH:5]=[C:6]([C:9]([N:11]2[CH2:12][CH2:13][CH:14]([C:17]3[CH:18]=[CH:19][C:20]([F:23])=[CH:21][CH:22]=3)[CH2:15][CH2:16]2)=[O:10])[C:7]=1[NH:49][C:48]1[CH:50]=[CH:51][C:52]([N+:54]([O-:56])=[O:55])=[CH:53][C:47]=1[CH3:46], predict the reactants needed to synthesize it. The reactants are: [Cl:1][C:2]1[C:3]([S:24]([N:27]([CH2:37][C:38]2[CH:43]=[CH:42][C:41]([O:44][CH3:45])=[CH:40][CH:39]=2)[CH2:28][C:29]2[CH:34]=[CH:33][C:32]([O:35][CH3:36])=[CH:31][CH:30]=2)(=[O:26])=[O:25])=[N:4][CH:5]=[C:6]([C:9]([N:11]2[CH2:16][CH2:15][CH:14]([C:17]3[CH:22]=[CH:21][C:20]([F:23])=[CH:19][CH:18]=3)[CH2:13][CH2:12]2)=[O:10])[C:7]=1Cl.[CH3:46][C:47]1[CH:53]=[C:52]([N+:54]([O-:56])=[O:55])[CH:51]=[CH:50][C:48]=1[NH2:49]. (7) Given the product [CH3:20][O:19][C:17]([CH2:16][O:15][C:12]1[CH:13]=[CH:14][C:9]([CH2:8][CH2:7][C:6]([OH:21])=[O:5])=[CH:10][CH:11]=1)=[O:18], predict the reactants needed to synthesize it. The reactants are: C([O:5][C:6](=[O:21])[CH2:7][CH2:8][C:9]1[CH:14]=[CH:13][C:12]([O:15][CH2:16][C:17]([O:19][CH3:20])=[O:18])=[CH:11][CH:10]=1)(C)(C)C.C(O)(C(F)(F)F)=O. (8) The reactants are: [CH:1]1([NH:6][C:7]2[N:12]3[N:13]=[C:14]([NH2:16])[N:15]=[C:11]3[CH:10]=[CH:9][CH:8]=2)[CH2:5][CH2:4][CH2:3][CH2:2]1.Br[C:18]1[CH:31]=[CH:30][C:21]([O:22][CH2:23][CH2:24][N:25]2[CH2:29][CH2:28][CH2:27][CH2:26]2)=[CH:20][CH:19]=1.CC1(C)C2C(=C(P(C3C=CC=CC=3)C3C=CC=CC=3)C=CC=2)OC2C(P(C3C=CC=CC=3)C3C=CC=CC=3)=CC=CC1=2.CC(C)([O-])C.[Na+]. Given the product [CH:1]1([NH:6][C:7]2[N:12]3[N:13]=[C:14]([NH:16][C:18]4[CH:19]=[CH:20][C:21]([O:22][CH2:23][CH2:24][N:25]5[CH2:26][CH2:27][CH2:28][CH2:29]5)=[CH:30][CH:31]=4)[N:15]=[C:11]3[CH:10]=[CH:9][CH:8]=2)[CH2:2][CH2:3][CH2:4][CH2:5]1, predict the reactants needed to synthesize it. (9) Given the product [C:1]([PH:5](=[O:14])[C:7]([CH3:10])([CH3:9])[CH3:8])([CH3:4])([CH3:3])[CH3:2], predict the reactants needed to synthesize it. The reactants are: [C:1]([P:5]([C:7]([CH3:10])([CH3:9])[CH3:8])Cl)([CH3:4])([CH3:3])[CH3:2].ClCCl.[OH2:14]. (10) Given the product [CH2:13]([N:20]1[CH2:24][CH2:23][C@@H:22]([OH:25])[CH2:21]1)[C:14]1[CH:15]=[CH:16][CH:17]=[CH:18][CH:19]=1, predict the reactants needed to synthesize it. The reactants are: C(N1CCCC1)C1C=CC=CC=1.[CH2:13]([N:20]1[CH2:24][CH2:23][CH:22]([OH:25])[CH2:21]1)[C:14]1[CH:19]=[CH:18][CH:17]=[CH:16][CH:15]=1.CCCCCCCC.